From a dataset of Merck oncology drug combination screen with 23,052 pairs across 39 cell lines. Regression. Given two drug SMILES strings and cell line genomic features, predict the synergy score measuring deviation from expected non-interaction effect. (1) Drug 1: CN1C(=O)C=CC2(C)C3CCC4(C)C(NC(=O)OCC(F)(F)F)CCC4C3CCC12. Drug 2: CC(C)CC(NC(=O)C(Cc1ccccc1)NC(=O)c1cnccn1)B(O)O. Cell line: ES2. Synergy scores: synergy=15.8. (2) Drug 1: CN1C(=O)C=CC2(C)C3CCC4(C)C(NC(=O)OCC(F)(F)F)CCC4C3CCC12. Drug 2: CCC1(O)CC2CN(CCc3c([nH]c4ccccc34)C(C(=O)OC)(c3cc4c(cc3OC)N(C)C3C(O)(C(=O)OC)C(OC(C)=O)C5(CC)C=CCN6CCC43C65)C2)C1. Cell line: NCIH2122. Synergy scores: synergy=-14.7. (3) Cell line: SKOV3. Drug 2: CC1(c2nc3c(C(N)=O)cccc3[nH]2)CCCN1. Synergy scores: synergy=0.170. Drug 1: NC(=O)c1cccc2cn(-c3ccc(C4CCCNC4)cc3)nc12. (4) Synergy scores: synergy=-26.8. Drug 1: CCC1(O)CC2CN(CCc3c([nH]c4ccccc34)C(C(=O)OC)(c3cc4c(cc3OC)N(C)C3C(O)(C(=O)OC)C(OC(C)=O)C5(CC)C=CCN6CCC43C65)C2)C1. Drug 2: CCc1cnn2c(NCc3ccc[n+]([O-])c3)cc(N3CCCCC3CCO)nc12. Cell line: PA1. (5) Drug 1: CN1C(=O)C=CC2(C)C3CCC4(C)C(NC(=O)OCC(F)(F)F)CCC4C3CCC12. Drug 2: CC1(c2nc3c(C(N)=O)cccc3[nH]2)CCCN1. Cell line: UWB1289. Synergy scores: synergy=12.4. (6) Drug 1: CC(C)CC(NC(=O)C(Cc1ccccc1)NC(=O)c1cnccn1)B(O)O. Drug 2: Cn1c(=O)n(-c2ccc(C(C)(C)C#N)cc2)c2c3cc(-c4cnc5ccccc5c4)ccc3ncc21. Cell line: KPL1. Synergy scores: synergy=12.4. (7) Drug 1: Cn1nnc2c(C(N)=O)ncn2c1=O. Drug 2: CCC1(O)C(=O)OCc2c1cc1n(c2=O)Cc2cc3c(CN(C)C)c(O)ccc3nc2-1. Cell line: OV90. Synergy scores: synergy=8.40. (8) Drug 1: CS(=O)(=O)CCNCc1ccc(-c2ccc3ncnc(Nc4ccc(OCc5cccc(F)c5)c(Cl)c4)c3c2)o1. Drug 2: NC1CCCCC1N.O=C(O)C(=O)O.[Pt+2]. Cell line: NCIH520. Synergy scores: synergy=-20.5. (9) Drug 1: Cc1nc(Nc2ncc(C(=O)Nc3c(C)cccc3Cl)s2)cc(N2CCN(CCO)CC2)n1. Drug 2: COC1=C2CC(C)CC(OC)C(O)C(C)C=C(C)C(OC(N)=O)C(OC)C=CC=C(C)C(=O)NC(=CC1=O)C2=O. Cell line: LNCAP. Synergy scores: synergy=65.5.